Dataset: Reaction yield outcomes from USPTO patents with 853,638 reactions. Task: Predict the reaction yield, written as a fraction of the theoretical maximum amount of product (1.0 means a 100% yield; for example, 0.34 means a 34% yield). The reactants are [CH3:1][O:2][N:3]=[CH:4][C:5]1[CH:10]=[CH:9][C:8]([F:11])=[C:7]([Br:12])[CH:6]=1.C([BH3-])#N.[Na+]. No catalyst specified. The product is [Br:12][C:7]1[CH:6]=[C:5]([CH:10]=[CH:9][C:8]=1[F:11])[CH2:4][NH:3][O:2][CH3:1]. The yield is 0.830.